This data is from hERG Central: cardiac toxicity at 1µM, 10µM, and general inhibition. The task is: Predict hERG channel inhibition at various concentrations. (1) The compound is Cn1c(=O)c2c(nc(CN3CCN(Cc4ccccc4)CC3)n2Cc2cccc(Cl)c2)n(C)c1=O. Results: hERG_inhib (hERG inhibition (general)): blocker. (2) The molecule is Cc1ccc(N(Cc2ccccc2)C(=O)c2ccc(Cl)c(S(=O)(=O)N3CCOCC3)c2)cc1. Results: hERG_inhib (hERG inhibition (general)): blocker. (3) The compound is O=C(c1ccc2c(c1)N(Cc1ccc(F)cc1)CCS2)N1CCC2(CC1)OCCO2. Results: hERG_inhib (hERG inhibition (general)): blocker. (4) The drug is O=C(CC1C(=O)NCCN1Cc1ccoc1)NCCc1ccc(Cl)cc1. Results: hERG_inhib (hERG inhibition (general)): blocker.